Dataset: Catalyst prediction with 721,799 reactions and 888 catalyst types from USPTO. Task: Predict which catalyst facilitates the given reaction. (1) Reactant: Cl.[N:2]1([C:8](=[O:30])[CH2:9][CH2:10]/[CH:11]=[CH:12]\[CH2:13]/[CH:14]=[CH:15]\[CH2:16]/[CH:17]=[CH:18]\[CH2:19]/[CH:20]=[CH:21]\[CH2:22]/[CH:23]=[CH:24]\[CH2:25]/[CH:26]=[CH:27]\[CH2:28][CH3:29])[CH2:7][CH2:6][NH:5][CH2:4][CH2:3]1.CN(C(ON1N=N[C:41]2[CH:42]=[CH:43][CH:44]=N[C:40]1=2)=[N+](C)C)C.F[P-](F)(F)(F)(F)F.CCN([CH:61]([CH3:63])[CH3:62])C(C)C. Product: [C:8]([N:5]1[CH2:6][CH2:7][N:2]([C:8](=[O:30])[CH2:9][CH2:10]/[CH:11]=[CH:12]\[CH2:13]/[CH:14]=[CH:15]\[CH2:16]/[CH:17]=[CH:18]\[CH2:19]/[CH:20]=[CH:21]\[CH2:22]/[CH:23]=[CH:24]\[CH2:25]/[CH:26]=[CH:27]\[CH2:28][CH3:29])[CH2:3][CH2:4]1)(=[O:30])[CH2:9][CH2:10][CH2:11]/[CH:12]=[CH:13]\[CH2:14]/[CH:15]=[CH:16]\[CH2:17]/[CH:18]=[CH:19]\[CH2:63]/[CH:61]=[CH:62]\[CH2:44]/[CH:43]=[CH:42]\[CH2:41][CH3:40]. The catalyst class is: 210. (2) Reactant: [I:1][C:2]1[CH:7]=[CH:6][C:5]([CH2:8][C:9]([OH:11])=[O:10])=[CH:4][C:3]=1[O:12][CH2:13][C:14]([F:17])([F:16])[F:15].[CH3:18][CH2:19]N=C=NCCCN(C)C.Cl.C(O)C. Product: [CH2:18]([O:10][C:9](=[O:11])[CH2:8][C:5]1[CH:6]=[CH:7][C:2]([I:1])=[C:3]([O:12][CH2:13][C:14]([F:16])([F:15])[F:17])[CH:4]=1)[CH3:19]. The catalyst class is: 119. (3) Reactant: Br[C:2]1[CH:7]=[CH:6][CH:5]=[CH:4][C:3]=1[Br:8].[CH:9]1([NH2:13])[CH2:12][CH2:11][CH2:10]1.C([O-])([O-])=O.[Cs+].[Cs+].C1(P(C2C=CC=CC=2)C2C3OC4C(=CC=CC=4P(C4C=CC=CC=4)C4C=CC=CC=4)C(C)(C)C=3C=CC=2)C=CC=CC=1. Product: [Br:8][C:3]1[CH:4]=[CH:5][CH:6]=[CH:7][C:2]=1[NH:13][CH:9]1[CH2:12][CH2:11][CH2:10]1. The catalyst class is: 62. (4) The catalyst class is: 7. Reactant: C1CN([P+](ON2N=NC3C=CC=CC2=3)(N2CCCC2)N2CCCC2)CC1.F[P-](F)(F)(F)(F)F.C(N(CC)C(C)C)(C)C.[Cl:43][C:44]1[CH:45]=[CH:46][C:47]2[N:53]3[C:54]([CH:57]([CH3:59])[CH3:58])=[N:55][N:56]=[C:52]3[CH:51]([CH2:60][C:61](O)=[O:62])[O:50][CH:49]([C:64]3[CH:69]=[CH:68][CH:67]=[C:66]([O:70][CH3:71])[C:65]=3[O:72][CH3:73])[C:48]=2[CH:74]=1.Cl.[NH:76]1[CH2:81][CH2:80][CH:79]([CH2:82][C:83]([O:85][CH2:86][CH3:87])=[O:84])[CH2:78][CH2:77]1. Product: [Cl:43][C:44]1[CH:45]=[CH:46][C:47]2[N:53]3[C:54]([CH:57]([CH3:59])[CH3:58])=[N:55][N:56]=[C:52]3[CH:51]([CH2:60][C:61]([N:76]3[CH2:81][CH2:80][CH:79]([CH2:82][C:83]([O:85][CH2:86][CH3:87])=[O:84])[CH2:78][CH2:77]3)=[O:62])[O:50][CH:49]([C:64]3[CH:69]=[CH:68][CH:67]=[C:66]([O:70][CH3:71])[C:65]=3[O:72][CH3:73])[C:48]=2[CH:74]=1. (5) Product: [ClH:18].[CH:1]1([S:4]([C:7]2[CH:14]=[CH:13][CH:12]=[CH:11][C:8]=2[CH2:9][NH2:10])(=[O:6])=[O:5])[CH2:3][CH2:2]1. The catalyst class is: 1. Reactant: [CH:1]1([S:4]([C:7]2[CH:14]=[CH:13][CH:12]=[CH:11][C:8]=2[C:9]#[N:10])(=[O:6])=[O:5])[CH2:3][CH2:2]1.S(C)C.[ClH:18]. (6) Reactant: [Cl:1][C:2]1[N:7]=[C:6]([C:8]2[CH:13]=[N:12][CH:11]=[CH:10][N:9]=2)[N:5]=[C:4]([NH:14][C@@H:15]([CH3:20])[C:16]([F:19])([F:18])[F:17])[C:3]=1[C:21]1[C:26]([F:27])=[CH:25][C:24](F)=[CH:23][C:22]=1[F:29].[CH3:30][NH:31][CH2:32][CH2:33][CH2:34][OH:35].[H-].[Na+]. Product: [Cl:1][C:2]1[N:7]=[C:6]([C:8]2[CH:13]=[N:12][CH:11]=[CH:10][N:9]=2)[N:5]=[C:4]([NH:14][C@@H:15]([CH3:20])[C:16]([F:18])([F:19])[F:17])[C:3]=1[C:21]1[C:26]([F:27])=[CH:25][C:24]([O:35][CH2:34][CH2:33][CH2:32][NH:31][CH3:30])=[CH:23][C:22]=1[F:29]. The catalyst class is: 16. (7) Reactant: C(Cl)(=O)C(Cl)=O.CS(C)=O.[O:11]1[C:20]2[CH:19]=[C:18]([CH2:21][OH:22])[N:17]=[CH:16][C:15]=2[O:14][CH2:13][CH2:12]1.C(N(CC)CC)C. Product: [O:11]1[C:20]2[CH:19]=[C:18]([CH:21]=[O:22])[N:17]=[CH:16][C:15]=2[O:14][CH2:13][CH2:12]1. The catalyst class is: 46.